This data is from Peptide-MHC class II binding affinity with 134,281 pairs from IEDB. The task is: Regression. Given a peptide amino acid sequence and an MHC pseudo amino acid sequence, predict their binding affinity value. This is MHC class II binding data. (1) The peptide sequence is QIHQYIMALREEYFD. The MHC is DRB1_0101 with pseudo-sequence DRB1_0101. The binding affinity (normalized) is 0.869. (2) The peptide sequence is AFILDGDNLFPKG. The MHC is HLA-DQA10501-DQB10201 with pseudo-sequence HLA-DQA10501-DQB10201. The binding affinity (normalized) is 0.559.